From a dataset of Reaction yield outcomes from USPTO patents with 853,638 reactions. Predict the reaction yield, written as a fraction of the theoretical maximum amount of product (1.0 means a 100% yield; for example, 0.34 means a 34% yield). The reactants are C(=O)([O-])[O-].[Cs+].[Cs+].CC1(C)C(C)(C)OB([C:15]2[CH:16]=[N:17][NH:18][CH:19]=2)O1.Cl[C:22]1[CH:23]=[CH:24][CH:25]=[C:26]2[C:31]=1[N:30]=[CH:29][N:28]([C:32]1[CH:33]=[C:34]([NH:39][C:40](=[O:52])[C:41]3[CH:46]=[CH:45][CH:44]=[C:43]([C:47]([C:50]#[N:51])([CH3:49])[CH3:48])[CH:42]=3)[CH:35]=[CH:36][C:37]=1[CH3:38])[C:27]2=[O:53]. The catalyst is C1C=CC([P]([Pd]([P](C2C=CC=CC=2)(C2C=CC=CC=2)C2C=CC=CC=2)([P](C2C=CC=CC=2)(C2C=CC=CC=2)C2C=CC=CC=2)[P](C2C=CC=CC=2)(C2C=CC=CC=2)C2C=CC=CC=2)(C2C=CC=CC=2)C2C=CC=CC=2)=CC=1. The product is [C:50]([C:47]([C:43]1[CH:42]=[C:41]([CH:46]=[CH:45][CH:44]=1)[C:40]([NH:39][C:34]1[CH:35]=[CH:36][C:37]([CH3:38])=[C:32]([N:28]2[C:27](=[O:53])[C:26]3[C:31](=[C:22]([C:15]4[CH:19]=[N:18][NH:17][CH:16]=4)[CH:23]=[CH:24][CH:25]=3)[N:30]=[CH:29]2)[CH:33]=1)=[O:52])([CH3:48])[CH3:49])#[N:51]. The yield is 0.200.